Dataset: Forward reaction prediction with 1.9M reactions from USPTO patents (1976-2016). Task: Predict the product of the given reaction. (1) Given the reactants [F:1][C:2]1[CH:7]=[C:6]([F:8])[CH:5]=[CH:4][C:3]=1[C@@:9]1([NH:17][C:18]([NH:20]C(=O)OCC2C3C=CC=CC=3C3C2=CC=CC=3)=[S:19])[C@H:14]([CH2:15]O)[CH2:13][CH2:12][O:11][CH2:10]1.Cl, predict the reaction product. The product is: [F:1][C:2]1[CH:7]=[C:6]([F:8])[CH:5]=[CH:4][C:3]=1[C@:9]12[CH2:10][O:11][CH2:12][CH2:13][C@H:14]1[CH2:15][S:19][C:18]([NH2:20])=[N:17]2. (2) Given the reactants [CH3:1][N:2]1[C:6]2=[CH:7][N:8]=[CH:9][CH:10]=[C:5]2[C:4](B2OC(C)(C)C(C)(C)O2)=[CH:3]1.[Br:20]C1N=CC(NC(NC2C=CC=CC=2OC)=O)=CC=1.C([O-])([O-])=O.[Cs+].[Cs+], predict the reaction product. The product is: [Br:20][C:4]1[C:5]2[C:6](=[CH:7][N:8]=[CH:9][CH:10]=2)[N:2]([CH3:1])[CH:3]=1. (3) The product is: [CH:53]1([S:50]([NH:49][C:47]([C@@:13]23[CH2:46][C@H:12]2[CH:11]=[CH:10][CH2:9][CH2:8][CH2:7][CH2:6][CH2:5][C@H:4]([NH:3][C:69]([N:85]2[CH2:86][CH2:87][CH:82]([N:77]4[CH2:81][CH2:80][CH2:79][CH2:78]4)[CH2:83][CH2:84]2)=[O:75])[C:18](=[O:19])[N:17]2[CH2:20][C@H:21]([O:23][C:24]4[C:33]5[C:28](=[C:29]([CH3:36])[C:30]([O:34][CH3:35])=[CH:31][CH:32]=5)[N:27]=[C:26]([C:37]5[S:38][CH:39]=[C:40]([CH:42]([CH3:43])[CH3:44])[N:41]=5)[CH:25]=4)[CH2:22][C@H:16]2[C:15](=[O:45])[NH:14]3)=[O:48])(=[O:51])=[O:52])[CH2:54][CH2:55]1. Given the reactants Cl.Cl.[NH2:3][C@@H:4]1[C:18](=[O:19])[N:17]2[CH2:20][C@H:21]([O:23][C:24]3[C:33]4[C:28](=[C:29]([CH3:36])[C:30]([O:34][CH3:35])=[CH:31][CH:32]=4)[N:27]=[C:26]([C:37]4[S:38][CH:39]=[C:40]([CH:42]([CH3:44])[CH3:43])[N:41]=4)[CH:25]=3)[CH2:22][C@H:16]2[C:15](=[O:45])[NH:14][C@:13]2([C:47]([NH:49][S:50]([CH:53]3[CH2:55][CH2:54]3)(=[O:52])=[O:51])=[O:48])[CH2:46][C@H:12]2[CH:11]=[CH:10][CH2:9][CH2:8][CH2:7][CH2:6][CH2:5]1.C(N(CC)C(C)C)(C)C.ClC(Cl)(O[C:69](=[O:75])OC(Cl)(Cl)Cl)Cl.[N:77]1([CH:82]2[CH2:87][CH2:86][NH:85][CH2:84][CH2:83]2)[CH2:81][CH2:80][CH2:79][CH2:78]1, predict the reaction product. (4) Given the reactants [F:1][C:2]1[CH:24]=[CH:23][C:5]([CH2:6][NH:7][C:8]([C:10]2[S:14][C:13]([C:15]3[CH:20]=[N:19][CH:18]=[C:17](I)[N:16]=3)=[N:12][C:11]=2[CH3:22])=[O:9])=[CH:4][CH:3]=1.[F:25][C:26]1[CH:34]=[CH:33][C:29]([CH2:30][NH:31][CH3:32])=[CH:28][CH:27]=1.C(N(C(C)C)CC)(C)C.CC(N(C)C)=O, predict the reaction product. The product is: [F:1][C:2]1[CH:24]=[CH:23][C:5]([CH2:6][NH:7][C:8]([C:10]2[S:14][C:13]([C:15]3[CH:20]=[N:19][CH:18]=[C:17]([N:31]([CH2:30][C:29]4[CH:33]=[CH:34][C:26]([F:25])=[CH:27][CH:28]=4)[CH3:32])[N:16]=3)=[N:12][C:11]=2[CH3:22])=[O:9])=[CH:4][CH:3]=1. (5) Given the reactants [F:1][C:2]1[CH:28]=[CH:27][C:5]([CH2:6][N:7]2[CH2:10][CH:9]([S:11][C:12]3[C@H:13]([CH3:26])[C@@H:14]4[C@@H:21]([C@H:22]([OH:24])[CH3:23])[C:20](=[O:25])[N:15]4[C:16]=3[C:17]([OH:19])=[O:18])[CH2:8]2)=[CH:4][CH:3]=1.[C:29]([O:40][CH2:41]Cl)(=[O:39])[CH2:30][CH2:31][CH2:32][CH2:33][CH2:34][CH2:35][CH2:36][CH2:37][CH3:38], predict the reaction product. The product is: [F:1][C:2]1[CH:28]=[CH:27][C:5]([CH2:6][N:7]2[CH2:8][CH:9]([S:11][C:12]3[C@H:13]([CH3:26])[C@@H:14]4[C@@H:21]([C@H:22]([OH:24])[CH3:23])[C:20](=[O:25])[N:15]4[C:16]=3[C:17]([O:19][CH2:41][O:40][C:29](=[O:39])[CH2:30][CH2:31][CH2:32][CH2:33][CH2:34][CH2:35][CH2:36][CH2:37][CH3:38])=[O:18])[CH2:10]2)=[CH:4][CH:3]=1. (6) Given the reactants [CH3:1][O:2][C:3]([C@@H:5]1[CH2:33][C@@H:32]2[CH2:34][N:6]1[C:7](=[O:41])[C@H:8]([C:37]([CH3:40])([CH3:39])[CH3:38])[NH:9][C:10](=[O:36])[O:11][C@@H:12]1[CH2:35][C@H:13]1[CH2:14][CH2:15][CH2:16][CH2:17][CH2:18][C:19]1[C:20]([O:31]2)=[N:21][C:22]2[CH:23]=[CH:24][CH:25]=[CH:26][C:27]=2[C:28]=1[CH:29]=C)=[O:4].I([O-])(=O)(=O)=[O:43].[Na+], predict the reaction product. The product is: [CH3:1][O:2][C:3]([C@@H:5]1[CH2:33][C@@H:32]2[CH2:34][N:6]1[C:7](=[O:41])[C@H:8]([C:37]([CH3:40])([CH3:39])[CH3:38])[NH:9][C:10](=[O:36])[O:11][C@@H:12]1[CH2:35][C@H:13]1[CH2:14][CH2:15][CH2:16][CH2:17][CH2:18][C:19]1[C:20]([O:31]2)=[N:21][C:22]2[CH:23]=[CH:24][CH:25]=[CH:26][C:27]=2[C:28]=1[CH:29]=[O:43])=[O:4]. (7) Given the reactants [CH3:1][O:2][C:3](=[O:15])[C:4]1[CH:9]=[C:8]([S:10]([CH3:13])(=[O:12])=[O:11])[CH:7]=[CH:6][C:5]=1[OH:14].[C:33]1(P([C:29]2[CH:34]=[CH:33][CH:32]=[CH:31]C=2)[C:33]2[CH:34]=[CH:29]C=[CH:31][CH:32]=2)[CH:34]=[CH:29]C=[CH:31][CH:32]=1.C1(CO)CCC1.N(C(OC(C)(C)C)=O)=NC(OC(C)(C)C)=O, predict the reaction product. The product is: [CH3:1][O:2][C:3](=[O:15])[C:4]1[CH:9]=[C:8]([S:10]([CH3:13])(=[O:12])=[O:11])[CH:7]=[CH:6][C:5]=1[O:14][CH2:29][CH:34]1[CH2:31][CH2:32][CH2:33]1.